From a dataset of Reaction yield outcomes from USPTO patents with 853,638 reactions. Predict the reaction yield, written as a fraction of the theoretical maximum amount of product (1.0 means a 100% yield; for example, 0.34 means a 34% yield). (1) The reactants are [F:1][C:2]([F:13])([F:12])[O:3][C:4]1[CH:11]=[CH:10][C:7]([CH:8]=O)=[CH:6][CH:5]=1.[NH2:14][C:15]1[S:16][C:17]([CH3:20])=[N:18][N:19]=1.C([O:23][C:24](=O)[C:25]([OH:38])=[CH:26][C:27]([C:29]1[CH:34]=[CH:33][C:32]([CH:35]([CH3:37])[CH3:36])=[CH:31][CH:30]=1)=[O:28])C. No catalyst specified. The product is [OH:38][C:25]1[C:24](=[O:23])[N:14]([C:15]2[S:16][C:17]([CH3:20])=[N:18][N:19]=2)[CH:8]([C:7]2[CH:10]=[CH:11][C:4]([O:3][C:2]([F:13])([F:12])[F:1])=[CH:5][CH:6]=2)[C:26]=1[C:27](=[O:28])[C:29]1[CH:34]=[CH:33][C:32]([CH:35]([CH3:37])[CH3:36])=[CH:31][CH:30]=1. The yield is 0.140. (2) The reactants are Cl[C:2]1[CH:7]=[C:6]([C:8]2[CH:13]=[CH:12][CH:11]=[C:10]([Cl:14])[CH:9]=2)[N:5]=[C:4]2[CH2:15][CH2:16][CH2:17][C:3]=12.[NH2:18][C:19]1[CH:31]=[CH:30][C:22]([O:23][CH:24]([CH3:29])[C:25]([O:27][CH3:28])=[O:26])=[CH:21][CH:20]=1. No catalyst specified. The product is [Cl:14][C:10]1[CH:9]=[C:8]([C:6]2[N:5]=[C:4]3[CH2:15][CH2:16][CH2:17][C:3]3=[C:2]([NH:18][C:19]3[CH:20]=[CH:21][C:22]([O:23][CH:24]([CH3:29])[C:25]([O:27][CH3:28])=[O:26])=[CH:30][CH:31]=3)[CH:7]=2)[CH:13]=[CH:12][CH:11]=1. The yield is 0.970.